From a dataset of Full USPTO retrosynthesis dataset with 1.9M reactions from patents (1976-2016). Predict the reactants needed to synthesize the given product. (1) Given the product [NH2:1][CH:2]1[CH2:3][CH2:4][CH:5]([NH:8][C:9]2[N:17]=[C:16]3[C:12]([N:13]=[CH:14][N:15]3[CH:18]3[CH2:19][CH2:20][CH2:21][CH2:22]3)=[C:11]([NH:23][CH2:24][C:25]3[CH:26]=[N:27][C:28]([C:31]4[CH:36]=[CH:35][CH:34]=[CH:33][C:32]=4[OH:37])=[CH:29][CH:30]=3)[N:10]=2)[CH2:6][CH2:7]1, predict the reactants needed to synthesize it. The reactants are: [NH2:1][CH:2]1[CH2:7][CH2:6][CH:5]([NH:8][C:9]2[N:17]=[C:16]3[C:12]([N:13]=[CH:14][N:15]3[CH:18]3[CH2:22][CH2:21][CH2:20][CH2:19]3)=[C:11]([NH:23][CH2:24][C:25]3[CH:26]=[N:27][C:28]([C:31]4[CH:36]=[CH:35][CH:34]=[CH:33][C:32]=4[O:37]C)=[CH:29][CH:30]=3)[N:10]=2)[CH2:4][CH2:3]1.CO. (2) The reactants are: [O:1]=[C:2]1[N:8]([CH:9]2[CH2:14][CH2:13][N:12]([C:15]([O:17][C@H:18]([CH2:34][C:35]3[CH:40]=[C:39]([C:41]([F:44])([F:43])[F:42])[C:38]([NH2:45])=[C:37]([Cl:46])[CH:36]=3)[C:19]([N:21]3[CH2:26][CH2:25][CH:24]([N:27]4[CH2:32][CH2:31][N:30]([CH3:33])[CH2:29][CH2:28]4)[CH2:23][CH2:22]3)=[O:20])=[O:16])[CH2:11][CH2:10]2)[CH2:7][CH2:6][C:5]2[CH:47]=[CH:48][CH:49]=[CH:50][C:4]=2[NH:3]1.[BrH:51]. Given the product [BrH:51].[BrH:51].[O:1]=[C:2]1[N:8]([CH:9]2[CH2:14][CH2:13][N:12]([C:15]([O:17][C@H:18]([CH2:34][C:35]3[CH:40]=[C:39]([C:41]([F:43])([F:42])[F:44])[C:38]([NH2:45])=[C:37]([Cl:46])[CH:36]=3)[C:19]([N:21]3[CH2:26][CH2:25][CH:24]([N:27]4[CH2:28][CH2:29][N:30]([CH3:33])[CH2:31][CH2:32]4)[CH2:23][CH2:22]3)=[O:20])=[O:16])[CH2:11][CH2:10]2)[CH2:7][CH2:6][C:5]2[CH:47]=[CH:48][CH:49]=[CH:50][C:4]=2[NH:3]1, predict the reactants needed to synthesize it. (3) The reactants are: [F:1][C:2]1[CH:7]=[C:6](I)[CH:5]=[CH:4][C:3]=1[N:9]1[CH2:13][CH2:12][C@H:11]([NH:14][S:15]([C:18]2[CH:27]=[CH:26][C:25]3[C:20](=[CH:21][CH:22]=[C:23]([Cl:28])[CH:24]=3)[CH:19]=2)(=[O:17])=[O:16])[C:10]1=[O:29].[NH2:30][C:31]([C:33]1[CH:34]=[C:35](B(O)O)[CH:36]=[CH:37][CH:38]=1)=[O:32].C(=O)([O-])[O-].[Na+].[Na+]. Given the product [Cl:28][C:23]1[CH:24]=[C:25]2[C:20](=[CH:21][CH:22]=1)[CH:19]=[C:18]([S:15]([NH:14][C@H:11]1[CH2:12][CH2:13][N:9]([C:3]3[CH:4]=[CH:5][C:6]([C:37]4[CH:36]=[CH:35][CH:34]=[C:33]([C:31]([NH2:30])=[O:32])[CH:38]=4)=[CH:7][C:2]=3[F:1])[C:10]1=[O:29])(=[O:17])=[O:16])[CH:27]=[CH:26]2, predict the reactants needed to synthesize it.